This data is from Retrosynthesis with 50K atom-mapped reactions and 10 reaction types from USPTO. The task is: Predict the reactants needed to synthesize the given product. (1) Given the product CCOC(=O)N(n1c(=O)[nH]c2cc(C(F)(F)F)c(-n3ccnc3C)cc2c1=O)S(C)(=O)=O, predict the reactants needed to synthesize it. The reactants are: CCOC(=O)Cl.Cc1nccn1-c1cc2c(=O)n(NS(C)(=O)=O)c(=O)[nH]c2cc1C(F)(F)F. (2) The reactants are: CC(C)(C)OC(=O)N1CCN(CC(c2ccc(-c3cccc(C#N)c3)cc2)C2(O)CCCCC2)CC1. Given the product N#Cc1cccc(-c2ccc(C(CN3CCNCC3)C3(O)CCCCC3)cc2)c1, predict the reactants needed to synthesize it. (3) The reactants are: Nc1c([N+](=O)[O-])cc(Cl)c(Cl)c1Cl. Given the product Nc1cc(Cl)c(Cl)c(Cl)c1N, predict the reactants needed to synthesize it. (4) Given the product COc1ccccc1CCc1ccc(C(=O)OC(C)(C)C)c(Nc2ccc(F)cc2)c1, predict the reactants needed to synthesize it. The reactants are: COc1ccccc1/C=C/c1ccc(C(=O)OC(C)(C)C)c(Nc2ccc(F)cc2)c1. (5) Given the product C=CCn1c(O[C@H]2C[NH2+][C@H](C(=O)OC)C2)cccc1=O, predict the reactants needed to synthesize it. The reactants are: C=CCn1c(O[C@@H]2C[C@@H](C(=O)OC)N(C(=O)OC(C)(C)C)C2)cccc1=O.Cl. (6) Given the product CCn1c(CO)nc2c(N3CCOCC3)nc(-n3c(C)nc4ccccc43)nc21, predict the reactants needed to synthesize it. The reactants are: CCn1c(CO)nc2c(N3CCOCC3)nc(Cl)nc21.Cc1nc2ccccc2[nH]1. (7) Given the product COC=C1CCC(c2ccc(F)c(F)c2)CC1, predict the reactants needed to synthesize it. The reactants are: COC(C)(C)C.O=C1CCC(c2ccc(F)c(F)c2)CC1. (8) The reactants are: C[C@@H]1NC(=O)OC1=O.O=C(Cl)c1ccccc1. Given the product C[C@H]1C(=O)OC(=O)N1C(=O)c1ccccc1, predict the reactants needed to synthesize it. (9) Given the product O=C(OC[C@H]1O[C@H](OC(=O)c2ccccc2)C(=O)[C@@H]1OC(=O)c1ccccc1)c1ccccc1, predict the reactants needed to synthesize it. The reactants are: O=C(OC[C@H]1O[C@H](OC(=O)c2ccccc2)[C@H](O)[C@@H]1OC(=O)c1ccccc1)c1ccccc1. (10) Given the product Nc1cccc2c(=O)cc(-c3cccc(C(F)(F)F)c3)oc12, predict the reactants needed to synthesize it. The reactants are: O=c1cc(-c2cccc(C(F)(F)F)c2)oc2c([N+](=O)[O-])cccc12.